From a dataset of Catalyst prediction with 721,799 reactions and 888 catalyst types from USPTO. Predict which catalyst facilitates the given reaction. (1) Reactant: CCOC(/N=N/C(OCC)=O)=O.[F:13][C:14]1[CH:15]=[CH:16][C:17]([N+:21]([O-:23])=[O:22])=[C:18]([OH:20])[CH:19]=1.[CH3:24][O:25][CH:26]1[CH2:31][CH2:30][CH2:29][CH2:28][CH:27]1O.C1(P(C2C=CC=CC=2)C2C=CC=CC=2)C=CC=CC=1. Product: [F:13][C:14]1[CH:15]=[CH:16][C:17]([N+:21]([O-:23])=[O:22])=[C:18]([O:20][C@@H:27]2[CH2:28][CH2:29][CH2:30][CH2:31][C@@H:26]2[O:25][CH3:24])[CH:19]=1. The catalyst class is: 76. (2) Reactant: [C:1]([C:3]1[CH:4]=[C:5]([C:9]2[CH:14]=[CH:13][C:12](=[O:15])[N:11]([CH2:16][C:17]3[CH:18]=[C:19]([C:23]4[N:28]=[CH:27][C:26]([N:29]5[CH2:34][CH2:33][N:32](NC(OC(C)(C)C)=O)[CH2:31][CH2:30]5)=[CH:25][N:24]=4)[CH:20]=[CH:21][CH:22]=3)[N:10]=2)[CH:6]=[CH:7][CH:8]=1)#[N:2].Cl. Product: [O:15]=[C:12]1[N:11]([CH2:16][C:17]2[CH:22]=[CH:21][CH:20]=[C:19]([C:23]3[N:28]=[CH:27][C:26]([N:29]4[CH2:34][CH2:33][NH:32][CH2:31][CH2:30]4)=[CH:25][N:24]=3)[CH:18]=2)[N:10]=[C:9]([C:5]2[CH:4]=[C:3]([CH:8]=[CH:7][CH:6]=2)[C:1]#[N:2])[CH:14]=[CH:13]1. The catalyst class is: 880.